This data is from Full USPTO retrosynthesis dataset with 1.9M reactions from patents (1976-2016). The task is: Predict the reactants needed to synthesize the given product. Given the product [N:1]1([C:6]2[CH:7]=[CH:8][C:9]([O:10][CH:11]3[CH2:12][CH2:13][N:14]([CH2:26][CH:24]([CH3:23])[CH3:19])[CH2:15][CH2:16]3)=[CH:17][CH:18]=2)[CH:5]=[CH:4][N:3]=[CH:2]1, predict the reactants needed to synthesize it. The reactants are: [N:1]1([C:6]2[CH:18]=[CH:17][C:9]([O:10][CH:11]3[CH2:16][CH2:15][NH:14][CH2:13][CH2:12]3)=[CH:8][CH:7]=2)[CH:5]=[CH:4][N:3]=[CH:2]1.[C:19]1(=O)[CH2:24][CH2:23]CCC1.[CH2:26]([Sn](Cl)(Cl)CCCC)CCC.C1([SiH3])C=CC=CC=1.